This data is from Full USPTO retrosynthesis dataset with 1.9M reactions from patents (1976-2016). The task is: Predict the reactants needed to synthesize the given product. (1) The reactants are: [NH2:1][C:2]1[CH:7]=[C:6]([Cl:8])[C:5]([Cl:9])=[CH:4][C:3]=1[C:10]([C:12]1[CH:17]=[CH:16][CH:15]=[CH:14][CH:13]=1)=O.[CH:18]1([C:21](=O)[CH2:22][C:23]([O:25][CH3:26])=[O:24])[CH2:20][CH2:19]1. Given the product [CH3:26][O:25][C:23]([C:22]1[C:21]([CH:18]2[CH2:20][CH2:19]2)=[N:1][C:2]2[C:3]([C:10]=1[C:12]1[CH:17]=[CH:16][CH:15]=[CH:14][CH:13]=1)=[CH:4][C:5]([Cl:9])=[C:6]([Cl:8])[CH:7]=2)=[O:24], predict the reactants needed to synthesize it. (2) Given the product [F:1][C:2]1[CH:7]=[CH:6][CH:5]=[CH:4][C:3]=1[NH:8][C:9](=[S:35])[NH:10][C:11]1[CH:16]=[CH:15][C:14]([C:17]2[CH:25]=[C:24]3[C:20]([CH2:21][N:22]([C@@H:27]([CH:32]([CH3:33])[CH3:34])[C:28]([OH:30])=[O:29])[C:23]3=[O:26])=[CH:19][CH:18]=2)=[CH:13][CH:12]=1, predict the reactants needed to synthesize it. The reactants are: [F:1][C:2]1[CH:7]=[CH:6][CH:5]=[CH:4][C:3]=1[NH:8][C:9](=[S:35])[NH:10][C:11]1[CH:16]=[CH:15][C:14]([C:17]2[CH:25]=[C:24]3[C:20]([CH2:21][N:22]([C@@H:27]([CH:32]([CH3:34])[CH3:33])[C:28]([O:30]C)=[O:29])[C:23]3=[O:26])=[CH:19][CH:18]=2)=[CH:13][CH:12]=1.[Li+].[OH-].Cl. (3) Given the product [Na+:17].[Br:1][C:2]1[CH:3]=[CH:4][C:5]([CH:6]([OH:16])[CH2:12][CH2:13][CH2:14][CH3:15])=[C:9]([CH:10]=1)[C:8]([O-:7])=[O:11], predict the reactants needed to synthesize it. The reactants are: [Br:1][C:2]1[CH:10]=[C:9]2[C:5]([CH:6]([CH2:12][CH2:13][CH2:14][CH3:15])[O:7][C:8]2=[O:11])=[CH:4][CH:3]=1.[OH-:16].[Na+:17].